Dataset: Full USPTO retrosynthesis dataset with 1.9M reactions from patents (1976-2016). Task: Predict the reactants needed to synthesize the given product. Given the product [C:9]([O:13][C:14]([NH:16][CH2:17][C:18]1[N:23]=[CH:22][C:21]([B:24]([OH:26])[OH:25])=[CH:20][CH:19]=1)=[O:15])([CH3:12])([CH3:10])[CH3:11], predict the reactants needed to synthesize it. The reactants are: OC(C(O)(C)C)(C)C.[C:9]([O:13][C:14]([NH:16][CH2:17][C:18]1[N:23]=[CH:22][C:21]([B:24]([O-:26])[O-:25])=[CH:20][CH:19]=1)=[O:15])([CH3:12])([CH3:11])[CH3:10].C([O-])(=O)C.[NH4+].I([O-])(=O)(=O)=O.[Na+].